This data is from Forward reaction prediction with 1.9M reactions from USPTO patents (1976-2016). The task is: Predict the product of the given reaction. (1) Given the reactants [Cl:1][C:2]1[CH:7]=[C:6](Cl)[N:5]=[C:4]([S:9][CH2:10][C:11]2[CH:16]=[CH:15][CH:14]=[C:13]([Cl:17])[C:12]=2[F:18])[N:3]=1.[H-].[Na+].[CH3:21][OH:22], predict the reaction product. The product is: [Cl:1][C:2]1[CH:7]=[C:6]([O:22][CH3:21])[N:5]=[C:4]([S:9][CH2:10][C:11]2[CH:16]=[CH:15][CH:14]=[C:13]([Cl:17])[C:12]=2[F:18])[N:3]=1. (2) Given the reactants [Cl:1][C:2]1[CH:7]=[CH:6][C:5]([C:8]2[CH:12]=[CH:11][NH:10][N:9]=2)=[CH:4][C:3]=1[CH2:13][NH:14][C:15](=[O:18])[O:16][CH3:17].Cl[C:20]1[S:24][N:23]=[C:22]([CH:25]([CH3:27])[CH3:26])[N:21]=1.C(=O)([O-])[O-].[K+].[K+].O, predict the reaction product. The product is: [Cl:1][C:2]1[CH:7]=[CH:6][C:5]([C:8]2[CH:12]=[CH:11][N:10]([C:20]3[S:24][N:23]=[C:22]([CH:25]([CH3:27])[CH3:26])[N:21]=3)[N:9]=2)=[CH:4][C:3]=1[CH2:13][NH:14][C:15](=[O:18])[O:16][CH3:17]. (3) Given the reactants Br[C:2]1[CH:3]=[CH:4][C:5]([C:8]([OH:10])=[O:9])=[N:6][CH:7]=1.[C:11]([CH2:14][CH2:15][C:16]1[CH:21]=[CH:20][C:19](B(O)O)=[CH:18][CH:17]=1)([OH:13])=[O:12].C(=O)([O-])[O-].[Na+].[Na+], predict the reaction product. The product is: [C:11]([CH2:14][CH2:15][C:16]1[CH:21]=[CH:20][C:19]([C:2]2[CH:3]=[CH:4][C:5]([C:8]([OH:10])=[O:9])=[N:6][CH:7]=2)=[CH:18][CH:17]=1)([OH:13])=[O:12]. (4) The product is: [CH3:36][O:35][N:34]=[C:24]1[CH2:23][CH2:22][CH2:21][C:20]2[N:19]=[C:18]([C:15]3[CH:16]=[CH:17][C:12]([C:8]4([NH2:7])[CH2:9][CH2:10][CH2:11]4)=[CH:13][CH:14]=3)[C:27]([C:28]3[CH:29]=[CH:30][CH:31]=[CH:32][CH:33]=3)=[CH:26][C:25]1=2. Given the reactants C(OC(=O)[NH:7][C:8]1([C:12]2[CH:17]=[CH:16][C:15]([C:18]3[C:27]([C:28]4[CH:33]=[CH:32][CH:31]=[CH:30][CH:29]=4)=[CH:26][C:25]4[C:24](=[N:34][O:35][CH3:36])[CH2:23][CH2:22][CH2:21][C:20]=4[N:19]=3)=[CH:14][CH:13]=2)[CH2:11][CH2:10][CH2:9]1)(C)(C)C, predict the reaction product. (5) Given the reactants [CH2:1]([O:3][C:4](=[O:37])[C:5]([CH3:36])([O:29][C:30]1[CH:35]=[CH:34][CH:33]=[CH:32][CH:31]=1)[CH2:6][C:7]1[CH:12]=[CH:11][C:10]([O:13][C:14]2[CH:19]=[C:18](Cl)[N:17]=[C:16]([NH:21][CH2:22][C:23]3[CH:28]=[CH:27][CH:26]=[CH:25][CH:24]=3)[N:15]=2)=[CH:9][CH:8]=1)[CH3:2].[CH2:38]([N:45]1[CH2:50][CH2:49][NH:48][CH2:47][CH2:46]1)[C:39]1[CH:44]=[CH:43][CH:42]=[CH:41][CH:40]=1.C([O-])([O-])=O.[Cs+].[Cs+], predict the reaction product. The product is: [CH2:1]([O:3][C:4](=[O:37])[C:5]([CH3:36])([O:29][C:30]1[CH:35]=[CH:34][CH:33]=[CH:32][CH:31]=1)[CH2:6][C:7]1[CH:12]=[CH:11][C:10]([O:13][C:14]2[CH:19]=[C:18]([N:48]3[CH2:49][CH2:50][N:45]([CH2:38][C:39]4[CH:40]=[CH:41][CH:42]=[CH:43][CH:44]=4)[CH2:46][CH2:47]3)[N:17]=[C:16]([NH:21][CH2:22][C:23]3[CH:28]=[CH:27][CH:26]=[CH:25][CH:24]=3)[N:15]=2)=[CH:9][CH:8]=1)[CH3:2]. (6) Given the reactants [CH:1]1([NH:4][C:5]2[C:6]3[O:36][CH:35]=[CH:34][C:7]=3[N:8]=[C:9]([NH:11][C:12]3[CH:20]=[C:19]4[C:15]([C:16]([C:29]([N:31]([CH3:33])[CH3:32])=[O:30])=[N:17][N:18]4COCC[Si](C)(C)C)=[CH:14][CH:13]=3)[N:10]=2)[CH2:3][CH2:2]1.Cl.O1CCOCC1.[NH4+].[OH-], predict the reaction product. The product is: [CH:1]1([NH:4][C:5]2[C:6]3[O:36][CH:35]=[CH:34][C:7]=3[N:8]=[C:9]([NH:11][C:12]3[CH:20]=[C:19]4[C:15]([C:16]([C:29]([N:31]([CH3:33])[CH3:32])=[O:30])=[N:17][NH:18]4)=[CH:14][CH:13]=3)[N:10]=2)[CH2:3][CH2:2]1.